From a dataset of Peptide-MHC class II binding affinity with 134,281 pairs from IEDB. Regression. Given a peptide amino acid sequence and an MHC pseudo amino acid sequence, predict their binding affinity value. This is MHC class II binding data. (1) The peptide sequence is AALLVVAVGLRVVCAKYALA. The MHC is DRB1_0405 with pseudo-sequence DRB1_0405. The binding affinity (normalized) is 0.263. (2) The peptide sequence is WSWVRQPPGRGLEWI. The MHC is DRB1_0101 with pseudo-sequence DRB1_0101. The binding affinity (normalized) is 0.00455. (3) The peptide sequence is GNFERISGDLKTQID. The MHC is HLA-DPA10103-DPB10201 with pseudo-sequence HLA-DPA10103-DPB10201. The binding affinity (normalized) is 0.175. (4) The peptide sequence is YTDVFSLDPTFTIETT. The MHC is HLA-DPA10201-DPB10101 with pseudo-sequence HLA-DPA10201-DPB10101. The binding affinity (normalized) is 0.403. (5) The peptide sequence is NMNIKLKMPLYVAGH. The MHC is DRB1_0405 with pseudo-sequence DRB1_0405. The binding affinity (normalized) is 0.276. (6) The peptide sequence is TRGAVLTYNGKRLEP. The MHC is DRB1_0701 with pseudo-sequence DRB1_0701. The binding affinity (normalized) is 0.455. (7) The peptide sequence is FKSGRGCGSCFEIKC. The MHC is DRB3_0202 with pseudo-sequence DRB3_0202. The binding affinity (normalized) is 0.